Dataset: Forward reaction prediction with 1.9M reactions from USPTO patents (1976-2016). Task: Predict the product of the given reaction. (1) Given the reactants [Br:1]Br.[S:3]1[CH:7]=[CH:6][N:5]=[C:4]1[N:8]1[CH2:13][CH2:12][CH:11]([C:14]([O:16][CH2:17][CH3:18])=[O:15])[CH2:10][CH2:9]1, predict the reaction product. The product is: [Br:1][C:7]1[S:3][C:4]([N:8]2[CH2:13][CH2:12][CH:11]([C:14]([O:16][CH2:17][CH3:18])=[O:15])[CH2:10][CH2:9]2)=[N:5][CH:6]=1. (2) Given the reactants [C:1]([C:4]1[CH:9]=[CH:8][C:7]([NH:10][C:11]([C@@H:13]2[NH:27][C@@H:26]([CH2:28][C:29]([CH3:32])([CH3:31])[CH3:30])[C@:15]3([C:19]4[CH:20]=[N:21][C:22]([Cl:24])=[CH:23][C:18]=4[NH:17][C:16]3=[O:25])[C@H:14]2[C:33]2[CH:38]=[CH:37][CH:36]=[C:35]([Cl:39])[C:34]=2[F:40])=[O:12])=[C:6]([O:41][CH3:42])[CH:5]=1)(=[O:3])[NH2:2].[C:43]([OH:46])(=O)[CH3:44].[O:47]1[CH2:52][CH2:51][CH:50]([CH2:53][CH2:54][CH:55]=[O:56])[CH2:49][CH2:48]1.[OH-].[Na+], predict the reaction product. The product is: [Cl:24][C:22]1[N:21]=[CH:20][C:19]2[C@:15]3([C@H:26]([CH2:28][C:29]([CH3:32])([CH3:31])[CH3:30])[N:27]4[C@H:8]([CH2:9][CH2:4][CH:5]5[CH2:44][CH2:43][O:46][CH2:7][CH2:6]5)[N:10]([C:7]5[CH:8]=[CH:9][C:4]([C:1]([NH2:2])=[O:3])=[CH:5][C:6]=5[O:41][CH3:42])[C:11](=[O:12])[C@H:13]4[C@@H:14]3[C:33]3[CH:38]=[CH:37][CH:36]=[C:35]([Cl:39])[C:34]=3[F:40])[C:16](=[O:25])[N:17]([CH:55]([OH:56])[CH2:54][CH2:53][CH:50]3[CH2:51][CH2:52][O:47][CH2:48][CH2:49]3)[C:18]=2[CH:23]=1. (3) Given the reactants [OH:1][C:2]1[CH:3]=[C:4]2[C:9](=[CH:10][C:11]=1[OH:12])[N:8]=[CH:7][C:6]([C:13]#[N:14])=[C:5]2[CH3:15].[C:16]([O:20][C:21]([NH:23][C@H:24]([CH2:37][CH3:38])[CH2:25][O:26][C:27]1[CH:28]=[N:29][CH:30]=[C:31]([CH:36]=1)[C:32](OC)=O)=[O:22])([CH3:19])([CH3:18])[CH3:17].[Li+].C[Si]([N-:44][Si](C)(C)C)(C)C, predict the reaction product. The product is: [NH2:14][C:13]1[N:44]=[C:32]([C:31]2[CH:36]=[C:27]([O:26][CH2:25][C@H:24]([NH:23][C:21](=[O:22])[O:20][C:16]([CH3:19])([CH3:18])[CH3:17])[CH2:37][CH3:38])[CH:28]=[N:29][CH:30]=2)[CH:15]=[C:5]2[C:6]=1[CH:7]=[N:8][C:9]1[CH:10]=[C:11]([OH:12])[C:2]([OH:1])=[CH:3][C:4]2=1. (4) Given the reactants [CH3:1][O:2][C:3]1[CH:8]=[CH:7][C:6]([C:9]2[CH:14]=[CH:13][C:12]([S:15]([NH:18][CH:19]([CH:24]3[CH2:29][CH2:28][CH2:27][CH:26]([N:30]([CH3:34])[C:31](=[O:33])[CH3:32])[CH2:25]3)[C:20]([O:22]C)=[O:21])(=[O:17])=[O:16])=[CH:11][CH:10]=2)=[CH:5][CH:4]=1.CN.C(Cl)(=O)C, predict the reaction product. The product is: [CH3:1][O:2][C:3]1[CH:8]=[CH:7][C:6]([C:9]2[CH:10]=[CH:11][C:12]([S:15]([NH:18][CH:19]([CH:24]3[CH2:29][CH2:28][CH2:27][CH:26]([N:30]([CH3:34])[C:31](=[O:33])[CH3:32])[CH2:25]3)[C:20]([OH:22])=[O:21])(=[O:17])=[O:16])=[CH:13][CH:14]=2)=[CH:5][CH:4]=1. (5) Given the reactants [C:1]([C:3]1[CH:4]=[CH:5][C:6]([C:9]([OH:11])=O)=[N:7][CH:8]=1)#[N:2].C(N(C(C)C)CC)(C)C.F[P-](F)(F)(F)(F)F.CN(C(ON1C2=NC=CC=C2N=N1)=[N+](C)C)C.[NH2:45][C:46]1[N:51]=[C:50]([C@:52]2([CH3:70])[CH2:57][C@@H:56]([C:58]([F:61])([F:60])[F:59])[O:55][C:54]([NH:62][C:63](=[O:69])[O:64][C:65]([CH3:68])([CH3:67])[CH3:66])=[N:53]2)[C:49]([F:71])=[CH:48][CH:47]=1, predict the reaction product. The product is: [C:1]([C:3]1[CH:4]=[CH:5][C:6]([C:9]([NH:45][C:46]2[N:51]=[C:50]([C@:52]3([CH3:70])[CH2:57][C@@H:56]([C:58]([F:61])([F:59])[F:60])[O:55][C:54]([NH:62][C:63](=[O:69])[O:64][C:65]([CH3:66])([CH3:68])[CH3:67])=[N:53]3)[C:49]([F:71])=[CH:48][CH:47]=2)=[O:11])=[N:7][CH:8]=1)#[N:2].